From a dataset of Catalyst prediction with 721,799 reactions and 888 catalyst types from USPTO. Predict which catalyst facilitates the given reaction. (1) Reactant: [Cl:1][C:2]1[N:7]=[N:6][C:5]([C:8]([OH:10])=O)=[CH:4][CH:3]=1.CCN(C(C)C)C(C)C.CN(C(ON1N=NC2C=CC=NC1=2)=[N+](C)C)C.F[P-](F)(F)(F)(F)F.[CH2:44]([O:46][C:47](=[O:59])[C@H:48]([OH:58])[C@H:49]([NH2:57])[CH2:50][C:51]1[CH:56]=[CH:55][CH:54]=[CH:53][CH:52]=1)[CH3:45]. The catalyst class is: 2. Product: [CH2:44]([O:46][C:47](=[O:59])[C@H:48]([OH:58])[C@H:49]([NH:57][C:8]([C:5]1[N:6]=[N:7][C:2]([Cl:1])=[CH:3][CH:4]=1)=[O:10])[CH2:50][C:51]1[CH:56]=[CH:55][CH:54]=[CH:53][CH:52]=1)[CH3:45]. (2) Reactant: [OH:1][C:2]1[CH:3]=[C:4]2[C:8](=[CH:9][C:10]=1[O:11][CH3:12])[C:7](=[O:13])[CH2:6][CH2:5]2.C(N(CC)C(C)C)(C)C.[CH3:23][Si:24]([CH2:27][CH2:28][O:29][CH2:30]Cl)([CH3:26])[CH3:25]. The catalyst class is: 326. Product: [CH3:12][O:11][C:10]1[CH:9]=[C:8]2[C:4]([CH2:5][CH2:6][C:7]2=[O:13])=[CH:3][C:2]=1[O:1][CH2:30][O:29][CH2:28][CH2:27][Si:24]([CH3:26])([CH3:25])[CH3:23]. (3) Reactant: [NH2:1][C:2]1[CH:7]=[CH:6][CH:5]=[CH:4][C:3]=1[C:8](=[C:22]1[CH2:27][CH2:26][N:25]([CH2:28][CH2:29][CH2:30][CH3:31])[CH2:24][CH2:23]1)[C:9]1[CH:21]=[CH:20][C:12]([C:13]([N:15]([CH2:18][CH3:19])[CH2:16][CH3:17])=[O:14])=[CH:11][CH:10]=1.BrC(=C1CCN(CC2C=NC=CC=2)CC1)C1C=CC([C:38]([N:40](CC)[CH2:41]C)=O)=CC=1.NC1C=CC=CC=1B(O)O.C([O-])([O-])=O.[Na+].[Na+]. Product: [NH2:1][C:2]1[CH:7]=[CH:6][CH:5]=[CH:4][C:3]=1[C:8](=[C:22]1[CH2:27][CH2:26][N:25]([CH2:28][C:29]2[CH:38]=[N:40][CH:41]=[CH:31][CH:30]=2)[CH2:24][CH2:23]1)[C:9]1[CH:21]=[CH:20][C:12]([C:13]([N:15]([CH2:18][CH3:19])[CH2:16][CH3:17])=[O:14])=[CH:11][CH:10]=1. The catalyst class is: 548.